From a dataset of Reaction yield outcomes from USPTO patents with 853,638 reactions. Predict the reaction yield, written as a fraction of the theoretical maximum amount of product (1.0 means a 100% yield; for example, 0.34 means a 34% yield). (1) The reactants are [CH2:1]([NH3+:7])[C@H:2]([OH:6])[C:3]([O-:5])=[O:4].CN1CCOCC1.[CH3:15][C:16]([O:19][C:20](O[C:20]([O:19][C:16]([CH3:18])([CH3:17])[CH3:15])=[O:21])=[O:21])([CH3:18])[CH3:17].NCC(O)=O.C([O-])(O)=O.[Na+]. The catalyst is O1CCOCC1.O. The yield is 0.815. The product is [C:20]([NH:7][CH2:1][C@H:2]([OH:6])[C:3]([OH:5])=[O:4])([O:19][C:16]([CH3:18])([CH3:17])[CH3:15])=[O:21]. (2) The reactants are [OH:1][C:2]1[CH:7]=[CH:6][C:5]([N+:8]([O-:10])=[O:9])=[CH:4][N:3]=1.S([O-])([O-])(=O)=O.[Na+].[Na+].[F:18][C:19]([F:27])(S(F)(=O)=O)C(O)=O. The catalyst is C(#N)C. The product is [F:18][CH:19]([F:27])[O:1][C:2]1[CH:7]=[CH:6][C:5]([N+:8]([O-:10])=[O:9])=[CH:4][N:3]=1. The yield is 0.490.